This data is from Forward reaction prediction with 1.9M reactions from USPTO patents (1976-2016). The task is: Predict the product of the given reaction. (1) Given the reactants [Si:1]([O:8][C@H:9]1[C@@H:13]([O:14][Si:15]([C:18]([CH3:21])([CH3:20])[CH3:19])([CH3:17])[CH3:16])[C@H:12]([N:22]2[CH:27]=[CH:26][C:25](=[O:28])[NH:24][C:23]2=[O:29])[O:11][CH:10]1[C@H:30]([OH:62])[C@@H:31]([C:55]([O:57][C:58]([CH3:61])([CH3:60])[CH3:59])=[O:56])[NH:32][CH2:33][CH2:34][CH2:35][NH:36][C:37](=[O:54])[C@H:38]([CH2:50][CH:51]([CH3:53])[CH3:52])[NH:39][C:40](=[O:49])[O:41][CH2:42][C:43]1[CH:48]=[CH:47][CH:46]=[CH:45][CH:44]=1)([C:4]([CH3:7])([CH3:6])[CH3:5])([CH3:3])[CH3:2].[CH2:63](OC(=O)N[C@@H](C(=O)NCCC=O)CC(C)C)[C:64]1[CH:69]=[CH:68][CH:67]=[CH:66][CH:65]=1.[C:86](N[C@@H](C(O)=O)CC(C)C)(OCC1C=CC=CC=1)=[O:87].C(O[BH-](OC(=O)C)OC(=O)C)(=O)C.[Na+].C(=O)([O-])[O-].[Na+].[Na+], predict the reaction product. The product is: [Si:1]([O:8][C@H:9]1[C@@H:13]([O:14][Si:15]([C:18]([CH3:19])([CH3:21])[CH3:20])([CH3:17])[CH3:16])[C@H:12]([N:22]2[CH:27]=[CH:26][C:25](=[O:28])[N:24]([CH2:63][C:64]3[CH:65]=[CH:66][C:67]([O:87][CH3:86])=[CH:68][CH:69]=3)[C:23]2=[O:29])[O:11][CH:10]1[C@H:30]([OH:62])[C@@H:31]([C:55]([O:57][C:58]([CH3:60])([CH3:59])[CH3:61])=[O:56])[NH:32][CH2:33][CH2:34][CH2:35][NH:36][C:37](=[O:54])[C@@H:38]([CH2:50][CH:51]([CH3:52])[CH3:53])[NH:39][C:40](=[O:49])[O:41][CH2:42][C:43]1[CH:48]=[CH:47][CH:46]=[CH:45][CH:44]=1)([C:4]([CH3:5])([CH3:6])[CH3:7])([CH3:3])[CH3:2]. (2) Given the reactants [NH2:1][CH2:2][C@@H:3]([OH:27])[CH2:4][N:5]1[C:13]2[C:8](=[C:9]([Cl:14])[CH:10]=[CH:11][CH:12]=2)[C:7]([C:15]([NH:17][CH2:18][CH:19]2[CH2:24][CH2:23][C:22]([F:26])([F:25])[CH2:21][CH2:20]2)=[O:16])=[CH:6]1.C1N=CN([C:33](N2C=NC=C2)=[O:34])C=1.O, predict the reaction product. The product is: [Cl:14][C:9]1[CH:10]=[CH:11][CH:12]=[C:13]2[C:8]=1[C:7]([C:15]([NH:17][CH2:18][CH:19]1[CH2:24][CH2:23][C:22]([F:26])([F:25])[CH2:21][CH2:20]1)=[O:16])=[CH:6][N:5]2[CH2:4][C@@H:3]1[O:27][C:33](=[O:34])[NH:1][CH2:2]1. (3) Given the reactants [Br:1][C:2]1[CH:7]=[CH:6][C:5]([N:8]=[C:9]=[O:10])=[CH:4][CH:3]=1.[N-:11]=[N+:12]=[N-:13].[Na+].[Cl-].[Cl-].[Cl-].[Al+3], predict the reaction product. The product is: [Br:1][C:2]1[CH:7]=[CH:6][C:5]([N:8]2[C:9](=[O:10])[NH:13][N:12]=[N:11]2)=[CH:4][CH:3]=1. (4) Given the reactants [Si]([O:8][C:9]1[CH:10]=[CH:11][C:12]([O:15][C:16]2[C:21]([CH3:22])=[CH:20][C:19](/[C:23](/[CH3:34])=[CH:24]/[C:25]([O:27][CH2:28][CH2:29][Si:30]([CH3:33])([CH3:32])[CH3:31])=[O:26])=[CH:18][C:17]=2[Cl:35])=[N:13][CH:14]=1)(C(C)(C)C)(C)C.CC1C=CC(S([O-])(=O)=O)=CC=1.C1C=C[NH+]=CC=1, predict the reaction product. The product is: [Cl:35][C:17]1[CH:18]=[C:19](/[C:23](/[CH3:34])=[CH:24]/[C:25]([O:27][CH2:28][CH2:29][Si:30]([CH3:33])([CH3:32])[CH3:31])=[O:26])[CH:20]=[C:21]([CH3:22])[C:16]=1[O:15][C:12]1[CH:11]=[CH:10][C:9]([OH:8])=[CH:14][N:13]=1. (5) Given the reactants [C:1]([C:9]1[CH:43]=[CH:42][C:12]2[N:13]([CH2:17][CH2:18][O:19][C:20]3[CH:25]=[CH:24][C:23]([CH2:26][CH:27]([NH:32][C:33]([O:35][C:36]4[CH:41]=[CH:40][CH:39]=[CH:38][CH:37]=4)=[O:34])[C:28]([O:30][CH3:31])=[O:29])=[CH:22][CH:21]=3)[C:14](=[O:16])[S:15][C:11]=2[CH:10]=1)(=O)[C:2]1[CH:7]=[CH:6][CH:5]=[CH:4][CH:3]=1.[CH3:44][O:45][NH2:46], predict the reaction product. The product is: [CH3:44][O:45][N:46]=[C:1]([C:2]1[CH:7]=[CH:6][CH:5]=[CH:4][CH:3]=1)[C:9]1[CH:43]=[CH:42][C:12]2[N:13]([CH2:17][CH2:18][O:19][C:20]3[CH:21]=[CH:22][C:23]([CH2:26][CH:27]([NH:32][C:33]([O:35][C:36]4[CH:37]=[CH:38][CH:39]=[CH:40][CH:41]=4)=[O:34])[C:28]([O:30][CH3:31])=[O:29])=[CH:24][CH:25]=3)[C:14](=[O:16])[S:15][C:11]=2[CH:10]=1. (6) Given the reactants [C:1]12([CH2:11][CH2:12][N:13]([CH2:34][CH2:35][CH2:36][CH2:37][CH3:38])[C:14]([NH:16][CH2:17][CH2:18][CH:19]([O:26][Si](C(C)(C)C)(C)C)[C:20]3[CH:25]=[CH:24][N:23]=[CH:22][CH:21]=3)=[O:15])[CH2:10][CH:5]3[CH2:6][CH:7]([CH2:9][CH:3]([CH2:4]3)[CH2:2]1)[CH2:8]2, predict the reaction product. The product is: [C:1]12([CH2:11][CH2:12][N:13]([CH2:34][CH2:35][CH2:36][CH2:37][CH3:38])[C:14]([NH:16][CH2:17][CH2:18][CH:19]([OH:26])[C:20]3[CH:25]=[CH:24][N:23]=[CH:22][CH:21]=3)=[O:15])[CH2:8][CH:7]3[CH2:6][CH:5]([CH2:4][CH:3]([CH2:9]3)[CH2:2]1)[CH2:10]2.